Dataset: Full USPTO retrosynthesis dataset with 1.9M reactions from patents (1976-2016). Task: Predict the reactants needed to synthesize the given product. (1) Given the product [C:1]([C:3]1[CH:14]=[CH:13][C:6]([CH2:7][C:8]([CH2:18][CH2:19][C:20]([F:23])([F:22])[F:21])([C:11]#[N:12])[C:9]#[N:10])=[CH:5][CH:4]=1)#[N:2], predict the reactants needed to synthesize it. The reactants are: [C:1]([C:3]1[CH:14]=[CH:13][C:6]([CH2:7][CH:8]([C:11]#[N:12])[C:9]#[N:10])=[CH:5][CH:4]=1)#[N:2].[H-].[Na+].Br[CH2:18][CH2:19][C:20]([F:23])([F:22])[F:21]. (2) The reactants are: [Cl:1][C:2]1[CH:31]=[CH:30][C:5]([CH2:6][NH:7][C:8]([C:10]2[C:19](=[O:20])[C:18]3[C:13](=[C:14](I)[CH:15]=[C:16]([CH2:21][N:22]4[CH2:27][CH2:26][O:25][CH2:24][CH2:23]4)[CH:17]=3)[N:12]([CH3:29])[CH:11]=2)=[O:9])=[CH:4][CH:3]=1.C([C:34]1[CH:35]=[N:36][CH:37]=[CH:38][CH:39]=1)#C.[CH2:40](NCC)[CH3:41]. Given the product [Cl:1][C:2]1[CH:31]=[CH:30][C:5]([CH2:6][NH:7][C:8]([C:10]2[C:19](=[O:20])[C:18]3[C:13](=[C:14]([C:40]#[C:41][C:39]4[CH:34]=[CH:35][N:36]=[CH:37][CH:38]=4)[CH:15]=[C:16]([CH2:21][N:22]4[CH2:27][CH2:26][O:25][CH2:24][CH2:23]4)[CH:17]=3)[N:12]([CH3:29])[CH:11]=2)=[O:9])=[CH:4][CH:3]=1, predict the reactants needed to synthesize it.